From a dataset of Forward reaction prediction with 1.9M reactions from USPTO patents (1976-2016). Predict the product of the given reaction. (1) Given the reactants [F:1][C:2]([F:24])([F:23])[C:3]1[CH:8]=[CH:7][CH:6]=[CH:5][C:4]=1[S:9]([N:12]1[CH2:22][CH2:21][C:15]2([C:19](=[O:20])[NH:18][CH2:17][CH2:16]2)[CH2:14][CH2:13]1)(=[O:11])=[O:10].FC(F)(F)C(C1C=CC(N2CCC3(CCN(S(C4C=CC=CC=4C(F)(F)F)(=O)=O)CC3)C2=O)=CC=1)O.I[C:62]1[CH:67]=[CH:66][C:65]([C:68]([OH:71])([CH3:70])[CH3:69])=[CH:64][CH:63]=1, predict the reaction product. The product is: [OH:71][C:68]([C:65]1[CH:66]=[CH:67][C:62]([N:18]2[CH2:17][CH2:16][C:15]3([CH2:21][CH2:22][N:12]([S:9]([C:4]4[CH:5]=[CH:6][CH:7]=[CH:8][C:3]=4[C:2]([F:1])([F:23])[F:24])(=[O:11])=[O:10])[CH2:13][CH2:14]3)[C:19]2=[O:20])=[CH:63][CH:64]=1)([CH3:70])[CH3:69]. (2) Given the reactants [Cl:1][C:2]1[CH:3]=[C:4]([N:8]([CH2:22][CH2:23][CH2:24]OS(C)(=O)=O)[CH:9]2[CH2:14][CH2:13][CH2:12][N:11]([C:15]([O:17][C:18]([CH3:21])([CH3:20])[CH3:19])=[O:16])[CH2:10]2)[CH:5]=[CH:6][CH:7]=1.CN(C=O)C.[N-:35]=[N+:36]=[N-:37].[Na+], predict the reaction product. The product is: [N:35]([CH2:24][CH2:23][CH2:22][N:8]([C:4]1[CH:5]=[CH:6][CH:7]=[C:2]([Cl:1])[CH:3]=1)[CH:9]1[CH2:14][CH2:13][CH2:12][N:11]([C:15]([O:17][C:18]([CH3:21])([CH3:20])[CH3:19])=[O:16])[CH2:10]1)=[N+:36]=[N-:37]. (3) The product is: [CH3:41][O:40][C:37]1[CH:38]=[CH:39][C:34](/[C:32](/[CH3:33])=[CH:31]/[N:6]2[C:7]3[CH:8]=[CH:9][C:10]([CH3:16])=[CH:11][C:12]=3[C:13]3[CH2:14][CH2:15][N:2]([CH3:1])[CH2:3][CH2:4][C:5]2=3)=[CH:35][CH:36]=1. Given the reactants [CH3:1][N:2]1[CH2:15][CH2:14][C:13]2[C:12]3[CH:11]=[C:10]([CH3:16])[CH:9]=[CH:8][C:7]=3[NH:6][C:5]=2[CH2:4][CH2:3]1.CN(C=O)C.[O-]P([O-])([O-])=O.[K+].[K+].[K+].Br[CH:31]=[C:32]([C:34]1[CH:39]=[CH:38][C:37]([O:40][CH3:41])=[CH:36][CH:35]=1)[CH3:33], predict the reaction product.